This data is from Catalyst prediction with 721,799 reactions and 888 catalyst types from USPTO. The task is: Predict which catalyst facilitates the given reaction. (1) Reactant: Cl.[C:2]([C:10]1[CH:18]=[CH:17][C:13]([C:14]([OH:16])=[O:15])=[C:12]([N:19]([C:23]2[CH:28]=[CH:27][C:26]([F:29])=[CH:25][CH:24]=2)C(=O)C)[CH:11]=1)(=[O:9])[C:3]1[CH:8]=[CH:7][CH:6]=[CH:5][CH:4]=1. Product: [C:2]([C:10]1[CH:18]=[CH:17][C:13]([C:14]([OH:16])=[O:15])=[C:12]([NH:19][C:23]2[CH:24]=[CH:25][C:26]([F:29])=[CH:27][CH:28]=2)[CH:11]=1)(=[O:9])[C:3]1[CH:4]=[CH:5][CH:6]=[CH:7][CH:8]=1. The catalyst class is: 12. (2) Reactant: [CH3:1][O:2][CH:3]=[C:4]1[CH2:13][CH2:12][C:7]2([O:11][CH2:10][CH2:9][O:8]2)[CH2:6][CH2:5]1. Product: [CH3:1][O:2][CH2:3][CH:4]1[CH2:13][CH2:12][C:7]2([O:11][CH2:10][CH2:9][O:8]2)[CH2:6][CH2:5]1. The catalyst class is: 8. (3) Reactant: Cl[C:2]1[C:3]([N+:8]([O-:10])=[O:9])=[N:4][CH:5]=[CH:6][CH:7]=1.[C:11]1([SH:17])[CH:16]=[CH:15][CH:14]=[CH:13][CH:12]=1.C(=O)([O-])[O-].[Cs+].[Cs+]. Product: [N+:8]([C:3]1[C:2]([S:17][C:11]2[CH:16]=[CH:15][CH:14]=[CH:13][CH:12]=2)=[CH:7][CH:6]=[CH:5][N:4]=1)([O-:10])=[O:9]. The catalyst class is: 58. (4) Reactant: F[C:2]1[CH:3]=[CH:4][C:5]([N+:12]([O-:14])=[O:13])=[C:6]([C:8]([F:11])([F:10])[F:9])[CH:7]=1.[NH2:15][C@H:16]1[CH2:21][CH2:20][C@H:19]([OH:22])[CH2:18][CH2:17]1. Product: [N+:12]([C:5]1[CH:4]=[CH:3][C:2]([NH:15][C@H:16]2[CH2:21][CH2:20][C@H:19]([OH:22])[CH2:18][CH2:17]2)=[CH:7][C:6]=1[C:8]([F:11])([F:10])[F:9])([O-:14])=[O:13]. The catalyst class is: 633. (5) Reactant: [C:1]([O:5][C:6]([N:8]1[C@@H:16]2[C@@H:11]([CH2:12][CH2:13][CH2:14][CH2:15]2)[CH2:10][C@H:9]1[C:17](=O)[NH:18][CH2:19][CH2:20][C:21]#[N:22])=[O:7])([CH3:4])([CH3:3])[CH3:2].C[Si]([N:28]=[N+:29]=[N-:30])(C)C.C1(P(C2C=CC=CC=2)C2C=CC=CC=2)C=CC=CC=1. Product: [C:1]([O:5][C:6]([N:8]1[C@@H:16]2[C@@H:11]([CH2:12][CH2:13][CH2:14][CH2:15]2)[CH2:10][C@H:9]1[C:17]1[N:18]([CH2:19][CH2:20][C:21]#[N:22])[N:30]=[N:29][N:28]=1)=[O:7])([CH3:4])([CH3:3])[CH3:2]. The catalyst class is: 7. (6) Reactant: [CH3:1][N:2]1[C:6]([C:7]2[CH:8]=[C:9]([C:12]([O:14]C)=[O:13])[O:10][CH:11]=2)=[CH:5][CH:4]=[N:3]1.[OH-].[Na+]. Product: [CH3:1][N:2]1[C:6]([C:7]2[CH:8]=[C:9]([C:12]([OH:14])=[O:13])[O:10][CH:11]=2)=[CH:5][CH:4]=[N:3]1. The catalyst class is: 7.